This data is from Reaction yield outcomes from USPTO patents with 853,638 reactions. The task is: Predict the reaction yield, written as a fraction of the theoretical maximum amount of product (1.0 means a 100% yield; for example, 0.34 means a 34% yield). (1) The reactants are [OH:1][C:2]1[C:7]([CH:8]=[O:9])=[CH:6][C:5]([O:10][CH3:11])=[N:4][CH:3]=1.Cl[CH2:13][C:14]1[C:15]2[N:16]([CH:20]=[CH:21][N:22]=2)[CH:17]=[CH:18][CH:19]=1.C([O-])([O-])=O.[K+].[K+]. The catalyst is CN(C=O)C. The product is [N:22]1[CH:21]=[CH:20][N:16]2[CH:17]=[CH:18][CH:19]=[C:14]([CH2:13][O:1][C:2]3[C:7]([CH:8]=[O:9])=[CH:6][C:5]([O:10][CH3:11])=[N:4][CH:3]=3)[C:15]=12. The yield is 0.380. (2) The reactants are [NH2:1][C:2]1[C:3]2[C:13]([O:14][CH2:15][CH:16]3[CH2:20][CH2:19][CH2:18][CH2:17]3)=[CH:12][C:11]([CH2:21][CH2:22][NH2:23])=[CH:10][C:4]=2[S:5][C:6]=1[C:7]([NH2:9])=[O:8].[CH3:24][S:25](Cl)(=[O:27])=[O:26]. The catalyst is N1C=CC=CC=1.O. The product is [NH2:1][C:2]1[C:3]2[C:13]([O:14][CH2:15][CH:16]3[CH2:17][CH2:18][CH2:19][CH2:20]3)=[CH:12][C:11]([CH2:21][CH2:22][NH:23][S:25]([CH3:24])(=[O:27])=[O:26])=[CH:10][C:4]=2[S:5][C:6]=1[C:7]([NH2:9])=[O:8]. The yield is 0.190. (3) The reactants are [NH:1]1[C:5]2=[CH:6][N:7]=[CH:8][CH:9]=[C:4]2[CH:3]=[CH:2]1.C(N(CC)CC)C.[C:17](O[C:17]([O:19][C:20]([CH3:23])([CH3:22])[CH3:21])=[O:18])([O:19][C:20]([CH3:23])([CH3:22])[CH3:21])=[O:18].O. The catalyst is C(Cl)Cl. The product is [N:1]1([C:17]([O:19][C:20]([CH3:23])([CH3:22])[CH3:21])=[O:18])[C:5]2=[CH:6][N:7]=[CH:8][CH:9]=[C:4]2[CH:3]=[CH:2]1. The yield is 0.953. (4) The product is [N+:18]([C:16]1[N:15]=[C:13]2[N:12]([CH:17]=1)[CH2:11][CH:10]([CH2:9][OH:8])[O:14]2)([O-:20])=[O:19]. The yield is 0.970. The reactants are [Si]([O:8][CH2:9][CH:10]1[O:14][C:13]2=[N:15][C:16]([N+:18]([O-:20])=[O:19])=[CH:17][N:12]2[CH2:11]1)(C(C)(C)C)(C)C.Cl.N. The catalyst is CCO.CO. (5) The reactants are [Cl:1][C:2]1[CH:8]=[CH:7][CH:6]=[CH:5][C:3]=1[NH2:4].CN1CCCC1=O.C(N(CC)C(C)C)(C)C.[Cl:25][C:26]1[N:31]=[C:30](Cl)[C:29]([Cl:33])=[CH:28][N:27]=1. No catalyst specified. The product is [Cl:1][C:2]1[CH:8]=[CH:7][CH:6]=[CH:5][C:3]=1[NH:4][C:28]1[C:29]([Cl:33])=[CH:30][N:31]=[C:26]([Cl:25])[N:27]=1. The yield is 0.840.